Task: Predict which catalyst facilitates the given reaction.. Dataset: Catalyst prediction with 721,799 reactions and 888 catalyst types from USPTO (1) Reactant: [CH3:1][O:2][C:3]1[CH:4]=[C:5]2[C:10](=[CH:11][C:12]=1[O:13][CH3:14])[N:9]=[CH:8][CH:7]=[C:6]2[O:15][C:16]1[CH:22]=[CH:21][C:19]([NH2:20])=[C:18]([CH3:23])[C:17]=1[CH3:24].ClC(Cl)(O[C:29](=[O:35])[O:30][C:31](Cl)(Cl)Cl)Cl.[CH3:37][O:38][C:39]1[CH:40]=[C:41](CO)[CH:42]=[CH:43][CH:44]=1.C(=O)(O)[O-].[Na+]. Product: [CH3:1][O:2][C:3]1[CH:4]=[C:5]2[C:10](=[CH:11][C:12]=1[O:13][CH3:14])[N:9]=[CH:8][CH:7]=[C:6]2[O:15][C:16]1[CH:22]=[CH:21][C:19]([NH:20][C:29](=[O:35])[O:30][CH2:31][C:43]2[CH:42]=[CH:41][CH:40]=[C:39]([O:38][CH3:37])[CH:44]=2)=[C:18]([CH3:23])[C:17]=1[CH3:24]. The catalyst class is: 208. (2) Reactant: Br[CH2:2][CH:3]1[C:11]2[C:6](=[C:7]([N+:12]([O-:14])=[O:13])[CH:8]=[CH:9][CH:10]=2)[C:5](=[O:15])[O:4]1.[C:16]([C:20]1[CH:26]=[CH:25][C:23]([NH2:24])=[CH:22][CH:21]=1)([CH3:19])([CH3:18])[CH3:17].CCOC(C)=O. Product: [C:16]([C:20]1[CH:21]=[CH:22][C:23]([N:24]2[C:3]([OH:4])([CH3:2])[C:11]3[C:6](=[C:7]([N+:12]([O-:14])=[O:13])[CH:8]=[CH:9][CH:10]=3)[C:5]2=[O:15])=[CH:25][CH:26]=1)([CH3:19])([CH3:17])[CH3:18]. The catalyst class is: 20. (3) Reactant: [Na+].[I-:2].ClN1C(=O)CCC1=O.[CH2:11]([O:13][C:14]([C:16]1[NH:20][C:19]2[CH:21]=[C:22]([Br:24])[S:23][C:18]=2[CH:17]=1)=[O:15])[CH3:12].[O-]S([O-])(=S)=O.[Na+].[Na+]. Product: [CH2:11]([O:13][C:14]([C:16]1[NH:20][C:19]2[CH:21]=[C:22]([Br:24])[S:23][C:18]=2[C:17]=1[I:2])=[O:15])[CH3:12]. The catalyst class is: 21. (4) Product: [Br:7][C:8]1[CH:16]=[CH:15][C:11]([C:12]([NH:20][NH:19][C:18]([O:22][C:23]([CH3:26])([CH3:25])[CH3:24])=[O:21])=[O:14])=[C:10]([Cl:17])[CH:9]=1. The catalyst class is: 306. Reactant: C(Cl)(=O)C(Cl)=O.[Br:7][C:8]1[CH:16]=[CH:15][C:11]([C:12]([OH:14])=O)=[C:10]([Cl:17])[CH:9]=1.[C:18]([O:22][C:23]([CH3:26])([CH3:25])[CH3:24])(=[O:21])[NH:19][NH2:20].C(N(CC)CC)C.Cl. (5) Reactant: [OH:1][C:2]1[CH:3]=[N:4][CH:5]=[CH:6][CH:7]=1.[CH2:8]=[O:9].C[C:11]([OH:13])=O. Product: [OH:1][C:2]1[C:3]([CH2:11][OH:13])=[N:4][C:5]([CH2:8][OH:9])=[CH:6][CH:7]=1. The catalyst class is: 74. (6) Reactant: [NH:1]1[CH2:6][CH2:5][O:4][CH2:3][CH2:2]1.[O-:7][N+:8]1[C:13]2[CH:14]=[C:15]3[CH2:20][CH2:19][O:18][C:16]3=[CH:17][C:12]=2[N:11]=[C:10]([CH2:21][CH2:22][CH:23]=O)[N:9]=1.[BH3-]C#N.[Na+].CC(O)=O. Product: [N:1]1([CH2:23][CH2:22][CH2:21][C:10]2[N:9]=[N+:8]([O-:7])[C:13]3[CH:14]=[C:15]4[CH2:20][CH2:19][O:18][C:16]4=[CH:17][C:12]=3[N:11]=2)[CH2:6][CH2:5][O:4][CH2:3][CH2:2]1. The catalyst class is: 475.